The task is: Regression/Classification. Given a drug SMILES string, predict its absorption, distribution, metabolism, or excretion properties. Task type varies by dataset: regression for continuous measurements (e.g., permeability, clearance, half-life) or binary classification for categorical outcomes (e.g., BBB penetration, CYP inhibition). Dataset: cyp2c9_veith.. This data is from CYP2C9 inhibition data for predicting drug metabolism from PubChem BioAssay. (1) The compound is Cc1ccccc1Cn1cnc2c(cnn2C(C)(C)C)c1=O. The result is 1 (inhibitor). (2) The molecule is O=C1C2Sc3[nH]c(=O)sc3C(c3ccccc3)C2C(=O)N1c1ccccc1. The result is 1 (inhibitor). (3) The drug is O=C(COc1ccc(Br)cc1)N1CCC(c2ccccc2)C1. The result is 1 (inhibitor). (4) The molecule is c1nnc(NCNc2nncs2)s1. The result is 0 (non-inhibitor). (5) The compound is COC(=O)[C@@]1(Cc2ccc(F)cc2)[C@H]2c3cc(C(=O)N4CCCC4)n(Cc4ccc(C)c(F)c4F)c3C[C@H]2CN1C(=O)c1ccccc1. The result is 1 (inhibitor).